This data is from Reaction yield outcomes from USPTO patents with 853,638 reactions. The task is: Predict the reaction yield, written as a fraction of the theoretical maximum amount of product (1.0 means a 100% yield; for example, 0.34 means a 34% yield). (1) The reactants are [Br:1][C:2]1[C:11]2[C:6](=[CH:7][CH:8]=[C:9]([O:12][CH3:13])[CH:10]=2)[C:5](=O)[NH:4][CH:3]=1.O=P(Cl)(Cl)[Cl:17]. No catalyst specified. The product is [Br:1][C:2]1[C:11]2[C:6](=[CH:7][CH:8]=[C:9]([O:12][CH3:13])[CH:10]=2)[C:5]([Cl:17])=[N:4][CH:3]=1. The yield is 0.650. (2) The reactants are [C:1]([C:5]1[CH:6]=[C:7]2[C:12](=[C:13]([F:15])[CH:14]=1)[C:11](=[O:16])[N:10]([C:17]1[N:24]=[CH:23][CH:22]=[C:21]([C:25]3[CH:30]=[C:29]([NH:31][C:32]4[S:33][C:34]5[CH2:35][N:36]([CH3:41])[CH2:37][CH2:38][C:39]=5[N:40]=4)[C:28](=[O:42])[N:27]([CH3:43])[CH:26]=3)[C:18]=1[CH:19]=[O:20])[N:9]=[CH:8]2)([CH3:4])([CH3:3])[CH3:2].[BH4-].[Na+]. The catalyst is CO. The product is [C:1]([C:5]1[CH:6]=[C:7]2[C:12](=[C:13]([F:15])[CH:14]=1)[C:11](=[O:16])[N:10]([C:17]1[C:18]([CH2:19][OH:20])=[C:21]([C:25]3[CH:30]=[C:29]([NH:31][C:32]4[S:33][C:34]5[CH2:35][N:36]([CH3:41])[CH2:37][CH2:38][C:39]=5[N:40]=4)[C:28](=[O:42])[N:27]([CH3:43])[CH:26]=3)[CH:22]=[CH:23][N:24]=1)[N:9]=[CH:8]2)([CH3:4])([CH3:2])[CH3:3]. The yield is 0.360. (3) The reactants are CCN(C(C)C)C(C)C.FC(F)(F)S(O[C:16]1[CH:17]=[CH:18][C:19]2[O:23][C:22]([C:24]3[CH:29]=[CH:28][C:27]([F:30])=[CH:26][CH:25]=3)=[C:21]([C:31](=[O:34])[NH:32][CH3:33])[C:20]=2[CH:35]=1)(=O)=O.[CH3:38][C:39]1[O:43][C:42]([C:44]2[CH:45]=[C:46](B(O)O)[CH:47]=[CH:48][CH:49]=2)=[N:41][N:40]=1.O1CCOCC1. The catalyst is C1C=CC([P]([Pd]([P](C2C=CC=CC=2)(C2C=CC=CC=2)C2C=CC=CC=2)([P](C2C=CC=CC=2)(C2C=CC=CC=2)C2C=CC=CC=2)[P](C2C=CC=CC=2)(C2C=CC=CC=2)C2C=CC=CC=2)(C2C=CC=CC=2)C2C=CC=CC=2)=CC=1.O. The product is [F:30][C:27]1[CH:26]=[CH:25][C:24]([C:22]2[O:23][C:19]3[CH:18]=[CH:17][C:16]([C:46]4[CH:47]=[CH:48][CH:49]=[C:44]([C:42]5[O:43][C:39]([CH3:38])=[N:40][N:41]=5)[CH:45]=4)=[CH:35][C:20]=3[C:21]=2[C:31]([NH:32][CH3:33])=[O:34])=[CH:29][CH:28]=1. The yield is 0.370. (4) The reactants are [F:1][C:2]1[C:3]([N+:11]([O-])=O)=[CH:4][C:5]2[CH2:9][CH2:8][S:7][C:6]=2[CH:10]=1.[NH4+].[Cl-]. The catalyst is C(O)C.C1COCC1.[Fe]. The product is [F:1][C:2]1[C:3]([NH2:11])=[CH:4][C:5]2[CH2:9][CH2:8][S:7][C:6]=2[CH:10]=1. The yield is 0.942.